From a dataset of Forward reaction prediction with 1.9M reactions from USPTO patents (1976-2016). Predict the product of the given reaction. (1) Given the reactants [C:1]([C:4]1[CH:13]=[CH:12][C:7]2[NH:8][C:9](=[O:11])[O:10][C:6]=2[CH:5]=1)(=[O:3])[CH3:2], predict the reaction product. The product is: [OH:3][CH:1]([C:4]1[CH:13]=[CH:12][C:7]2[NH:8][C:9](=[O:11])[O:10][C:6]=2[CH:5]=1)[CH3:2]. (2) Given the reactants [CH3:1][C@@H:2]1[CH2:6][N:5](C(OC(C)(C)C)=O)[C@H:4]([C:14]2[NH:18][C:17]3[C:19]4[C:24]([CH:25]=[CH:26][C:16]=3[N:15]=2)=[CH:23][C:22]2[C:27]3[C:32]([CH2:33][O:34][C:21]=2[CH:20]=4)=[CH:31][C:30](B2OC(C)(C)C(C)(C)O2)=[CH:29][CH:28]=3)[CH2:3]1.I[C:45]1[NH:49][C:48]([C@@H:50]2[CH2:54][C@H:53]([CH3:55])[CH2:52][N:51]2[C:56]([O:58][C:59]([CH3:62])([CH3:61])[CH3:60])=[O:57])=[N:47][CH:46]=1.[C:63]([O-:66])([O-:65])=O.[K+].[K+], predict the reaction product. The product is: [C:2]([O:65][C:63]([N:5]1[CH2:6][C@@H:2]([CH3:1])[CH2:3][C@H:4]1[C:14]1[NH:18][C:17]2[C:19]3[C:24]([CH:25]=[CH:26][C:16]=2[N:15]=1)=[CH:23][C:22]1[C:27]2[C:32]([CH2:33][O:34][C:21]=1[CH:20]=3)=[CH:31][C:30]([C:45]1[NH:49][C:48]([C@@H:50]3[CH2:54][C@H:53]([CH3:55])[CH2:52][N:51]3[C:56]([O:58][C:59]([CH3:62])([CH3:61])[CH3:60])=[O:57])=[N:47][CH:46]=1)=[CH:29][CH:28]=2)=[O:66])([CH3:6])([CH3:3])[CH3:1]. (3) Given the reactants [Si:1]([O:8][C@H:9]([C@H:36]1[CH2:40][C@@H:39]([O:41][CH2:42][CH2:43][CH3:44])[CH2:38][N:37]1[C:45]([O:47][C:48]([CH3:51])([CH3:50])[CH3:49])=[O:46])[C@@H:10]([NH:20][C:21](=[O:35])[C:22]1[CH:27]=[C:26]([N:28]2[CH2:32][CH2:31][CH2:30][C:29]2=[O:33])[CH:25]=[C:24]([OH:34])[CH:23]=1)[CH2:11][C:12]1[CH:17]=[C:16]([F:18])[CH:15]=[C:14]([F:19])[CH:13]=1)([C:4]([CH3:7])([CH3:6])[CH3:5])([CH3:3])[CH3:2].[C:52](=O)([O-])[O-].[Cs+].[Cs+].CI.C(OCC)(=O)C, predict the reaction product. The product is: [Si:1]([O:8][C@H:9]([C@H:36]1[CH2:40][C@@H:39]([O:41][CH2:42][CH2:43][CH3:44])[CH2:38][N:37]1[C:45]([O:47][C:48]([CH3:50])([CH3:49])[CH3:51])=[O:46])[C@@H:10]([NH:20][C:21](=[O:35])[C:22]1[CH:27]=[C:26]([N:28]2[CH2:32][CH2:31][CH2:30][C:29]2=[O:33])[CH:25]=[C:24]([O:34][CH3:52])[CH:23]=1)[CH2:11][C:12]1[CH:17]=[C:16]([F:18])[CH:15]=[C:14]([F:19])[CH:13]=1)([C:4]([CH3:5])([CH3:6])[CH3:7])([CH3:3])[CH3:2]. (4) Given the reactants C([O-])(=O)C.[K+].[CH2:6]([O:13][C:14]1[CH:19]=[C:18](I)[C:17]([Cl:21])=[CH:16][C:15]=1[Cl:22])[C:7]1[CH:12]=[CH:11][CH:10]=[CH:9][CH:8]=1.B1(B2OC(C)(C)C(C)(C)O2)OC(C)(C)C(C)(C)O1.[Cl:41][C:42]1[N:50]=[C:49]2[C:45]([N:46]=[CH:47][N:48]2[CH2:51][C:52]2[CH:57]=[CH:56][C:55]([O:58][CH3:59])=[CH:54][CH:53]=2)=[C:44](Cl)[N:43]=1.P([O-])([O-])([O-])=O.[K+].[K+].[K+], predict the reaction product. The product is: [CH2:6]([O:13][C:14]1[C:15]([Cl:22])=[CH:16][C:17]([Cl:21])=[C:18]([C:44]2[N:43]=[C:42]([Cl:41])[N:50]=[C:49]3[C:45]=2[N:46]=[CH:47][N:48]3[CH2:51][C:52]2[CH:57]=[CH:56][C:55]([O:58][CH3:59])=[CH:54][CH:53]=2)[CH:19]=1)[C:7]1[CH:12]=[CH:11][CH:10]=[CH:9][CH:8]=1. (5) The product is: [S:11]1[CH:12]=[CH:13][CH:14]=[C:10]1[C:8]1[CH:7]=[CH:6][C:5]2[N:15]=[C:20]([CH2:21][C:22]([O:24][CH2:25][CH3:26])=[O:23])[NH:1][C:4]=2[CH:9]=1. Given the reactants [N+:1]([C:4]1[CH:9]=[C:8]([C:10]2[S:11][CH:12]=[CH:13][CH:14]=2)[CH:7]=[CH:6][C:5]=1[NH2:15])([O-])=O.Cl.C(O[C:20](=N)[CH2:21][C:22]([O:24][CH2:25][CH3:26])=[O:23])C, predict the reaction product.